Predict the product of the given reaction. From a dataset of Forward reaction prediction with 1.9M reactions from USPTO patents (1976-2016). (1) The product is: [CH3:1][O:2][C:3]1[CH:4]=[C:5]2[C:10](=[C:11]([N+:16]([O-:18])=[O:17])[C:12]=1[O:13][CH3:14])[CH:9]=[N:8][CH:7]=[CH:6]2. Given the reactants [CH3:1][O:2][C:3]1[CH:4]=[C:5]2[C:10](=[CH:11][C:12]=1[O:13][CH3:14])[C:9](=O)[NH:8][CH:7]=[CH:6]2.[N+:16]([O-])([OH:18])=[O:17].OS(O)(=O)=O, predict the reaction product. (2) Given the reactants [CH3:1][C:2]1([CH3:11])[O:6][C@@H:5]([CH2:7][CH2:8][OH:9])[C:4](=O)[O:3]1.C1(P(C2C=CC=CC=2)C2C=CC=CC=2)C=CC=CC=1.[CH3:31][C:32]([C:35]1[CH:36]=[C:37]([S:46][C:47]([S:50][C:51]2[CH:56]=[C:55]([C:57]([CH3:60])([CH3:59])[CH3:58])[C:54]([OH:61])=[C:53]([C:62]([CH3:65])([CH3:64])[CH3:63])[CH:52]=2)([CH3:49])[CH3:48])[CH:38]=[C:39]([C:42]([CH3:45])([CH3:44])[CH3:43])[C:40]=1O)([CH3:34])[CH3:33].N(C(OCC)=O)=NC(OCC)=O, predict the reaction product. The product is: [C:57]([C:55]1[CH:56]=[C:51]([S:50][C:47]([S:46][C:37]2[CH:36]=[C:35]([C:32]([CH3:34])([CH3:33])[CH3:31])[C:40]([O:9][CH2:8][CH2:7][C@H:5]3[CH2:4][O:3][C:2]([CH3:11])([CH3:1])[O:6]3)=[C:39]([C:42]([CH3:45])([CH3:44])[CH3:43])[CH:38]=2)([CH3:49])[CH3:48])[CH:52]=[C:53]([C:62]([CH3:65])([CH3:64])[CH3:63])[C:54]=1[OH:61])([CH3:60])([CH3:59])[CH3:58]. (3) Given the reactants [CH3:1][C:2]1(O)[CH2:6][CH2:5][CH2:4][CH2:3]1.[OH:8][S:9]([OH:12])(=[O:11])=[O:10].[OH:13][OH:14], predict the reaction product. The product is: [OH:11][S:9]([OH:12])(=[O:10])=[O:8].[CH3:1][C:2]1([O:13][O:14][C:2]2([CH3:1])[CH2:6][CH2:5][CH2:4][CH2:3]2)[CH2:6][CH2:5][CH2:4][CH2:3]1. (4) Given the reactants Cl[C:2]1[CH:3]=[CH:4][C:5]2[N:6]([C:8]([C:11]3[O:19][C:18]4[CH:17]=[CH:16][N:15]=[C:14]([O:20][CH2:21][CH3:22])[C:13]=4[CH:12]=3)=[CH:9][N:10]=2)[N:7]=1.[CH3:23][NH:24][CH2:25][CH:26]([C:28]1[CH:33]=[CH:32][CH:31]=[CH:30][CH:29]=1)[OH:27].CC1(C)C2C(=C(P(C3C=CC=CC=3)C3C=CC=CC=3)C=CC=2)OC2C(P(C3C=CC=CC=3)C3C=CC=CC=3)=CC=CC1=2.CC([O-])(C)C.[Na+], predict the reaction product. The product is: [CH2:21]([O:20][C:14]1[C:13]2[CH:12]=[C:11]([C:8]3[N:6]4[N:7]=[C:2]([N:24]([CH3:23])[CH2:25][CH:26]([C:28]5[CH:33]=[CH:32][CH:31]=[CH:30][CH:29]=5)[OH:27])[CH:3]=[CH:4][C:5]4=[N:10][CH:9]=3)[O:19][C:18]=2[CH:17]=[CH:16][N:15]=1)[CH3:22]. (5) Given the reactants [CH2:1]([O:3][C:4](=[O:23])[CH2:5][C:6]1[CH:11]=[CH:10][C:9](N)=[C:8]([O:13][C:14]2[CH:19]=[C:18]([Cl:20])[CH:17]=[C:16]([Br:21])[CH:15]=2)[C:7]=1[F:22])[CH3:2].C(ON=O)(C)(C)C.[ClH:31].CCOCC, predict the reaction product. The product is: [CH2:1]([O:3][C:4](=[O:23])[CH2:5][C:6]1[CH:11]=[CH:10][C:9]([Cl:31])=[C:8]([O:13][C:14]2[CH:19]=[C:18]([Cl:20])[CH:17]=[C:16]([Br:21])[CH:15]=2)[C:7]=1[F:22])[CH3:2]. (6) Given the reactants COC1C=C(OC)C=CC=1C[N:6]([C:41]1[CH:46]=[CH:45][CH:44]=[C:43]([F:47])[N:42]=1)[S:7]([C:10]1[C:39]([F:40])=[CH:38][C:13]2[N:14]([CH2:18][C:19]3[CH:20]=[CH:21][CH:22]=[C:23]4[C:28]=3[CH2:27][N:26](C(OC(C)(C)C)=O)[CH2:25][C:24]4([F:37])[F:36])[C:15](=[O:17])[O:16][C:12]=2[CH:11]=1)(=[O:9])=[O:8].C(O)(C(F)(F)F)=O.C(Cl)[Cl:62], predict the reaction product. The product is: [ClH:62].[F:37][C:24]1([F:36])[C:23]2[C:28](=[C:19]([CH2:18][N:14]3[C:13]4[CH:38]=[C:39]([F:40])[C:10]([S:7]([NH:6][C:41]5[CH:46]=[CH:45][CH:44]=[C:43]([F:47])[N:42]=5)(=[O:8])=[O:9])=[CH:11][C:12]=4[O:16][C:15]3=[O:17])[CH:20]=[CH:21][CH:22]=2)[CH2:27][NH:26][CH2:25]1. (7) The product is: [C:33]([O:37][C:38]([N:40]1[CH:44]=[CH:43][CH:42]=[C:41]1[C:2]1[CH:3]=[C:4]([C:26]2[CH:31]=[CH:30][CH:29]=[CH:28][C:27]=2[CH3:32])[C:5]([N:8]([C:9](=[O:24])[C:10]2[CH:15]=[C:14]([C:16]([F:18])([F:17])[F:19])[CH:13]=[C:12]([C:20]([F:22])([F:23])[F:21])[CH:11]=2)[CH3:25])=[CH:6][N:7]=1)=[O:39])([CH3:36])([CH3:34])[CH3:35]. Given the reactants Cl[C:2]1[N:7]=[CH:6][C:5]([N:8]([CH3:25])[C:9](=[O:24])[C:10]2[CH:15]=[C:14]([C:16]([F:19])([F:18])[F:17])[CH:13]=[C:12]([C:20]([F:23])([F:22])[F:21])[CH:11]=2)=[C:4]([C:26]2[CH:31]=[CH:30][CH:29]=[CH:28][C:27]=2[CH3:32])[CH:3]=1.[C:33]([O:37][C:38]([N:40]1[CH:44]=[CH:43][CH:42]=[C:41]1B(O)O)=[O:39])([CH3:36])([CH3:35])[CH3:34], predict the reaction product.